This data is from Catalyst prediction with 721,799 reactions and 888 catalyst types from USPTO. The task is: Predict which catalyst facilitates the given reaction. (1) Reactant: [F:1][C:2]1[CH:10]=[CH:9][C:5]([C:6](O)=[O:7])=[CH:4][C:3]=1[NH:11][C:12]([C:14]1[N:18]2[CH:19]=[CH:20][C:21]([C:23]3[N:24]([CH3:28])[N:25]=[CH:26][CH:27]=3)=[CH:22][C:17]2=[N:16][CH:15]=1)=[O:13].CCN=C=NCCCN(C)C.Cl.C1C=CC2N(O)N=NC=2C=1.[CH3:51][C@H:52]1[CH2:57][CH2:56][CH2:55][C@@H:54]([CH3:58])[N:53]1[CH2:59][CH2:60][NH2:61].C([O-])([O-])=O.[Na+].[Na+]. Product: [CH3:51][CH:52]1[CH2:57][CH2:56][CH2:55][CH:54]([CH3:58])[N:53]1[CH2:59][CH2:60][NH:61][C:6]([C:5]1[CH:9]=[CH:10][C:2]([F:1])=[C:3]([NH:11][C:12]([C:14]2[N:18]3[CH:19]=[CH:20][C:21]([C:23]4[N:24]([CH3:28])[N:25]=[CH:26][CH:27]=4)=[CH:22][C:17]3=[N:16][CH:15]=2)=[O:13])[CH:4]=1)=[O:7]. The catalyst class is: 18. (2) Reactant: [CH2:1]([O:3][C:4]1[CH:11]=[CH:10][C:7]([CH:8]=[O:9])=[CH:6][C:5]=1F)[CH3:2].[OH:13][C:14]1C=CC(C=O)=C(OC)C=1.C(=O)([O-])[O-].[K+].[K+].ICC. Product: [CH2:1]([O:3][C:4]1[CH:11]=[CH:10][C:7]([CH:8]=[O:9])=[C:6]([O:13][CH3:14])[CH:5]=1)[CH3:2]. The catalyst class is: 18. (3) Reactant: [C:1]([O:4][CH2:5][C:6]1[CH:11]=[C:10]([S:12][C:13]([CH3:16])([CH3:15])[CH3:14])[C:9]([O:17]CC2C=CC(OC)=CC=2)=[CH:8][N:7]=1)(=[O:3])[CH3:2].C([SiH](CC)CC)C.FC(F)(F)C(O)=O. Product: [C:1]([O:4][CH2:5][C:6]1[CH:11]=[C:10]([S:12][C:13]([CH3:16])([CH3:15])[CH3:14])[C:9]([OH:17])=[CH:8][N:7]=1)(=[O:3])[CH3:2]. The catalyst class is: 4.